This data is from Reaction yield outcomes from USPTO patents with 853,638 reactions. The task is: Predict the reaction yield, written as a fraction of the theoretical maximum amount of product (1.0 means a 100% yield; for example, 0.34 means a 34% yield). (1) The reactants are C([Li])CCC.C(NC(C)C)(C)C.[S:13]1[C:17]2[CH2:18][CH2:19][CH2:20][C:21](=[O:22])[C:16]=2[CH:15]=[CH:14]1.[CH3:23][O:24][C:25](C#N)=[O:26]. The catalyst is C1COCC1.O.CN(P(N(C)C)(N(C)C)=O)C. The product is [O:22]=[C:21]1[C:16]2[CH:15]=[CH:14][S:13][C:17]=2[CH2:18][CH2:19][CH:20]1[C:25]([O:24][CH3:23])=[O:26]. The yield is 0.560. (2) The reactants are [OH:1][C:2]1[C:3]([C:17](=O)[CH3:18])=[CH:4][S:5][C:6]=1[C:7]1[CH:16]=[CH:15][C:14]2[CH2:13][CH2:12][CH2:11][CH2:10][C:9]=2[CH:8]=1.[NH:20]([C:22]([C:24]1[S:28][C:27]([C:29]([NH:31][CH2:32][C:33]2[CH:38]=[CH:37][C:36]([C:39](=[O:44])[NH:40][CH2:41][CH2:42][OH:43])=[CH:35][CH:34]=2)=[O:30])=[CH:26][CH:25]=1)=[O:23])[NH2:21]. No catalyst specified. The product is [OH:1][C:2]1[C:3]([C:17](=[N:21][NH:20][C:22]([C:24]2[S:28][C:27]([C:29]([NH:31][CH2:32][C:33]3[CH:38]=[CH:37][C:36]([C:39](=[O:44])[NH:40][CH2:41][CH2:42][OH:43])=[CH:35][CH:34]=3)=[O:30])=[CH:26][CH:25]=2)=[O:23])[CH3:18])=[CH:4][S:5][C:6]=1[C:7]1[CH:16]=[CH:15][C:14]2[CH2:13][CH2:12][CH2:11][CH2:10][C:9]=2[CH:8]=1. The yield is 0.650. (3) The reactants are Br[C:2]1[NH:3][C:4]2[C:9]([N:10]=1)=[C:8]([N:11]1[CH2:16][CH2:15][O:14][CH2:13][CH2:12]1)[N:7]=[C:6]([CH2:17][CH2:18][O:19][CH3:20])[N:5]=2.[NH2:21][C:22]1[CH:27]=[CH:26][CH:25]=[C:24]([CH3:28])[CH:23]=1. No catalyst specified. The product is [CH3:20][O:19][CH2:18][CH2:17][C:6]1[N:5]=[C:4]2[C:9]([N:10]=[C:2]([NH:21][C:22]3[CH:23]=[C:24]([CH3:28])[CH:25]=[CH:26][CH:27]=3)[NH:3]2)=[C:8]([N:11]2[CH2:16][CH2:15][O:14][CH2:13][CH2:12]2)[N:7]=1. The yield is 0.810. (4) The reactants are Br[CH2:2][C:3]1[CH:4]=[CH:5][C:6]([C:9]2[CH:16]=[CH:15][CH:14]=[CH:13][C:10]=2[C:11]#[N:12])=[N:7][CH:8]=1.[O:17]=[C:18]([CH2:24][CH2:25][CH3:26])[CH2:19][C:20]([O:22][CH3:23])=[O:21].C(N(C(C)C)CC)(C)C.O.[Br-].[Li+]. The catalyst is O.O1CCCC1. The product is [C:11]([C:10]1[CH:13]=[CH:14][CH:15]=[CH:16][C:9]=1[C:6]1[N:7]=[CH:8][C:3]([CH2:2][CH:19]([C:18](=[O:17])[CH2:24][CH2:25][CH3:26])[C:20]([O:22][CH3:23])=[O:21])=[CH:4][CH:5]=1)#[N:12]. The yield is 0.910. (5) The reactants are [OH:1][NH:2][C:3](=[NH:19])[C:4]1[CH:9]=[CH:8][C:7]([O:10][C:11]2[CH:16]=[CH:15][C:14]([CH3:17])=[CH:13][C:12]=2[OH:18])=[CH:6][CH:5]=1.[C:20](C1NC=CN=1)(C1NC=CN=1)=[O:21]. The catalyst is C1COCC1. The product is [OH:18][C:12]1[CH:13]=[C:14]([CH3:17])[CH:15]=[CH:16][C:11]=1[O:10][C:7]1[CH:6]=[CH:5][C:4]([C:3]2[NH:19][C:20](=[O:21])[O:1][N:2]=2)=[CH:9][CH:8]=1. The yield is 0.600.